From a dataset of Catalyst prediction with 721,799 reactions and 888 catalyst types from USPTO. Predict which catalyst facilitates the given reaction. (1) Reactant: [Br:1][C:2]1[CH:3]=[C:4]([CH2:10][OH:11])[CH:5]=[CH:6][C:7]=1[CH:8]=[CH2:9].[H-].[Na+].I[CH3:15]. Product: [Br:1][C:2]1[CH:3]=[C:4]([CH2:10][O:11][CH3:15])[CH:5]=[CH:6][C:7]=1[CH:8]=[CH2:9]. The catalyst class is: 1. (2) Product: [S:5]1[CH:9]=[CH:8][CH:7]=[C:6]1[C:10]1[CH:14]=[N:13][N:12]2[CH:22]=[CH:21][C:20](=[O:23])[NH:15][C:11]=12. Reactant: [O-]CC.[Na+].[S:5]1[CH:9]=[CH:8][CH:7]=[C:6]1[C:10]1[CH:14]=[N:13][NH:12][C:11]=1[NH2:15].CN1[CH:22]=[CH:21][C:20](=[O:23])N(C)C1=O.[Cl-].[NH4+]. The catalyst class is: 8. (3) Reactant: O=C1C2C(=CC=CC=2)C(=O)[N:3]1[C@H:12]1[C@@H:17]([NH:18][C:19](=[O:27])[O:20][CH2:21][CH2:22][Si:23]([CH3:26])([CH3:25])[CH3:24])[CH2:16][C@H:15]2[C@@H:13]1[CH2:14]2.NN. Product: [NH2:3][C@H:12]1[C@@H:17]([NH:18][C:19](=[O:27])[O:20][CH2:21][CH2:22][Si:23]([CH3:25])([CH3:24])[CH3:26])[CH2:16][C@H:15]2[C@@H:13]1[CH2:14]2. The catalyst class is: 8. (4) Reactant: [C:1]([NH:5][C:6]1[CH:11]=[CH:10][C:9]([N+:12]([O-:14])=[O:13])=[CH:8][C:7]=1[CH2:15][C:16]([OH:18])=O)([CH3:4])([CH3:3])[CH3:2]. Product: [C:1]([N:5]1[C:6]2[C:7](=[CH:8][C:9]([N+:12]([O-:14])=[O:13])=[CH:10][CH:11]=2)[CH2:15][C:16]1=[O:18])([CH3:4])([CH3:3])[CH3:2]. The catalyst class is: 33. (5) Reactant: [NH2:1][CH:2]1[CH2:7][CH2:6][CH2:5][N:4]([C:8]([O:10][C:11]([CH3:14])([CH3:13])[CH3:12])=[O:9])[CH2:3]1.CN(C)/[CH:17]=[C:18](/[C:24](=[O:33])[C:25]1[CH:30]=[C:29]([I:31])[CH:28]=[CH:27][C:26]=1F)\[C:19]([O:21][CH2:22][CH3:23])=[O:20].C(=O)([O-])[O-].[K+].[K+]. Product: [C:11]([O:10][C:8]([N:4]1[CH2:5][CH2:6][CH2:7][CH:2]([N:1]2[C:26]3[C:25](=[CH:30][C:29]([I:31])=[CH:28][CH:27]=3)[C:24](=[O:33])[C:18]([C:19]([O:21][CH2:22][CH3:23])=[O:20])=[CH:17]2)[CH2:3]1)=[O:9])([CH3:14])([CH3:13])[CH3:12]. The catalyst class is: 6.